Dataset: Full USPTO retrosynthesis dataset with 1.9M reactions from patents (1976-2016). Task: Predict the reactants needed to synthesize the given product. Given the product [C:1]1([C:7]2[N:12]=[C:11]3[C:13]([C:29]4[CH2:30][CH2:31][N:26]([CH2:19][C:20]5[CH:25]=[CH:24][CH:23]=[CH:22][CH:21]=5)[CH2:27][CH:28]=4)=[CH:14][NH:15][C:10]3=[C:9]([C:16]([NH2:18])=[O:17])[CH:8]=2)[CH:2]=[CH:3][CH:4]=[CH:5][CH:6]=1, predict the reactants needed to synthesize it. The reactants are: [C:1]1([C:7]2[N:12]=[C:11]3[CH:13]=[CH:14][NH:15][C:10]3=[C:9]([C:16]([NH2:18])=[O:17])[CH:8]=2)[CH:6]=[CH:5][CH:4]=[CH:3][CH:2]=1.[CH2:19]([N:26]1[CH2:31][CH2:30][CH2:29][CH2:28][C:27]1=O)[C:20]1[CH:25]=[CH:24][CH:23]=[CH:22][CH:21]=1.C[O-].[Na+].